Dataset: Full USPTO retrosynthesis dataset with 1.9M reactions from patents (1976-2016). Task: Predict the reactants needed to synthesize the given product. (1) Given the product [CH3:23][O:22][C:17]1[CH:18]=[CH:19][CH:20]=[CH:21][C:16]=1[CH2:15][CH2:14][C:12]1[CH:11]=[CH:10][N:9]=[C:8]([NH2:7])[CH:13]=1, predict the reactants needed to synthesize it. The reactants are: C(OC(=O)[NH:7][C:8]1[CH:13]=[C:12]([CH2:14][CH2:15][C:16]2[CH:21]=[CH:20][CH:19]=[CH:18][C:17]=2[O:22][CH3:23])[CH:11]=[CH:10][N:9]=1)(C)(C)C.FC(F)(F)C(O)=O. (2) Given the product [CH2:1]([C:3]1([CH2:18][CH2:19][F:27])[C:8]2[NH:9][C:10]3[C:15]([C:7]=2[CH2:6][CH2:5][O:4]1)=[CH:14][CH:13]=[CH:12][C:11]=3[CH2:16][CH3:17])[CH3:2], predict the reactants needed to synthesize it. The reactants are: [CH2:1]([C:3]1([CH2:18][CH2:19]O)[C:8]2[NH:9][C:10]3[C:15]([C:7]=2[CH2:6][CH2:5][O:4]1)=[CH:14][CH:13]=[CH:12][C:11]=3[CH2:16][CH3:17])[CH3:2].CCN(S(F)(F)[F:27])CC. (3) Given the product [CH3:1][NH:2][CH2:10][CH2:11][CH2:12][NH:13][C:14](=[O:38])[C:15]1[CH:20]=[CH:19][C:18]([NH:21][C:22]2[N:31]=[CH:30][C:29]3[C:24](=[CH:25][CH:26]=[C:27]([C:32]4[CH:33]=[CH:34][N:35]=[CH:36][CH:37]=4)[CH:28]=3)[N:23]=2)=[CH:17][CH:16]=1, predict the reactants needed to synthesize it. The reactants are: [CH3:1][N:2]([CH2:10][CH2:11][CH2:12][NH:13][C:14](=[O:38])[C:15]1[CH:20]=[CH:19][C:18]([NH:21][C:22]2[N:31]=[CH:30][C:29]3[C:24](=[CH:25][CH:26]=[C:27]([C:32]4[CH:37]=[CH:36][N:35]=[CH:34][CH:33]=4)[CH:28]=3)[N:23]=2)=[CH:17][CH:16]=1)C(=O)OC(C)(C)C.Cl. (4) Given the product [C:1]([O:4][C@@H:5]1[C@@:16]([OH:18])([CH3:17])[CH2:15][CH2:14][C@@H:13]([OH:19])[CH2:12][C:11](=[O:20])[NH:10][C@H:9](/[C:21](/[CH3:25])=[CH:22]/[CH:23]=[CH:24]/[C@:34]([CH3:36])([OH:35])[CH2:33][C@H:31]2[O:32][C@@H:30]2[C@H:28]([CH3:29])[C@@H:27]([OH:26])[CH2:39][CH3:40])[CH2:8][CH:7]=[CH:6]1)(=[O:3])[CH3:2], predict the reactants needed to synthesize it. The reactants are: [C:1]([O:4][C@@H:5]1[C@@:16]([OH:18])([CH3:17])[CH2:15][CH2:14][C@@H:13]([OH:19])[CH2:12][C:11](=[O:20])[NH:10][C@H:9](/[C:21](/[CH3:25])=[CH:22]/[CH:23]=[CH2:24])[CH2:8][CH:7]=[CH:6]1)(=[O:3])[CH3:2].[OH:26][C@@H:27]([CH2:39][CH3:40])[C@H:28]([C@H:30]1[O:32][C@@H:31]1[CH2:33][C@@:34](C=C)([CH3:36])[OH:35])[CH3:29].